From a dataset of Full USPTO retrosynthesis dataset with 1.9M reactions from patents (1976-2016). Predict the reactants needed to synthesize the given product. (1) Given the product [OH:27][C:26]1[C:17]([CH2:16][S:1][C:2]2[CH:7]=[CH:6][CH:5]=[CH:4][N:3]=2)=[C:18]2[C:23](=[CH:24][CH:25]=1)[C:22](=[O:28])[CH2:21][CH2:20][CH2:19]2, predict the reactants needed to synthesize it. The reactants are: [SH:1][C:2]1[CH:7]=[CH:6][CH:5]=[CH:4][N:3]=1.C(N(CC)CC)C.Cl[CH2:16][C:17]1[C:26]([OH:27])=[CH:25][CH:24]=[C:23]2[C:18]=1[CH2:19][CH2:20][CH2:21][C:22]2=[O:28]. (2) Given the product [O:3]1[C:8]2=[CH:9][CH:10]=[CH:11][C:7]2=[CH:6][C:5]([CH:12]2[CH2:17][CH2:16][CH2:15][CH2:14][N:13]2[CH2:18][CH2:19][C@H:20]2[CH2:21][CH2:22][C@H:23]([NH:26][C:37]([C:30]3[C:31]4[C:36](=[CH:35][CH:34]=[CH:33][CH:32]=4)[N:27]=[CH:28][CH:29]=3)=[O:38])[CH2:24][CH2:25]2)=[CH:4]1, predict the reactants needed to synthesize it. The reactants are: Cl.Cl.[O:3]1[C:8]2=[CH:9][CH:10]=[CH:11][C:7]2=[CH:6][C:5]([CH:12]2[CH2:17][CH2:16][CH2:15][CH2:14][N:13]2[CH2:18][CH2:19][C@H:20]2[CH2:25][CH2:24][C@H:23]([NH2:26])[CH2:22][CH2:21]2)=[CH:4]1.[N:27]1[C:36]2[C:31](=[CH:32][CH:33]=[CH:34][CH:35]=2)[C:30]([C:37](O)=[O:38])=[CH:29][CH:28]=1. (3) Given the product [Cl:14][C:12]1[N:11]=[CH:10][N:9]=[C:8]([O:4][C@@H:2]2[CH:3]3[CH2:26][N:24]4[CH2:25][CH:17]([CH2:16][CH:1]2[CH2:23]4)[CH2:18]3)[CH:13]=1, predict the reactants needed to synthesize it. The reactants are: [CH3:1][C:2](C)([O-:4])[CH3:3].[K+].Cl[C:8]1[CH:13]=[C:12]([Cl:14])[N:11]=[CH:10][N:9]=1.C(O)(=O)/[CH:16]=[CH:17]/[C:18](O)=O.[CH3:23][N:24]([CH:26]=O)[CH3:25].